This data is from Catalyst prediction with 721,799 reactions and 888 catalyst types from USPTO. The task is: Predict which catalyst facilitates the given reaction. (1) Reactant: [F:1][C:2]([F:8])([F:7])[C:3]([OH:6])([CH3:5])[CH3:4].F[C:10]1[CH:15]=[CH:14][C:13]([N+:16]([O-:18])=[O:17])=[CH:12][C:11]=1[N:19]1[C:23](=[O:24])[N:22]([CH3:25])[N:21]=[N:20]1. Product: [F:1][C:2]([F:8])([F:7])[C:3]([CH3:5])([O:6][C:10]1[CH:15]=[CH:14][C:13]([N+:16]([O-:18])=[O:17])=[CH:12][C:11]=1[N:19]1[C:23](=[O:24])[N:22]([CH3:25])[N:21]=[N:20]1)[CH3:4]. The catalyst class is: 1. (2) Reactant: [C:1]([O:5][C:6](=[O:29])[NH:7][C:8]1[C@:9]([CH3:28])([C:24]([F:27])([F:26])[F:25])[O:10][CH2:11][C@:12]([C:15]2[CH:20]=[CH:19][CH:18]=[C:17]([N:21]=[N+]=[N-])[CH:16]=2)([CH3:14])[N:13]=1)([CH3:4])([CH3:3])[CH3:2]. Product: [C:1]([O:5][C:6](=[O:29])[NH:7][C:8]1[C@:9]([CH3:28])([C:24]([F:27])([F:25])[F:26])[O:10][CH2:11][C@:12]([C:15]2[CH:20]=[CH:19][CH:18]=[C:17]([NH2:21])[CH:16]=2)([CH3:14])[N:13]=1)([CH3:2])([CH3:3])[CH3:4]. The catalyst class is: 50. (3) Reactant: [NH2:1][C:2]1[N:3]=[CH:4][C:5]([C:8]#[N:9])=[N:6][CH:7]=1.Cl[CH2:11][CH:12]=O. Product: [N:1]1[CH:11]=[CH:12][N:3]2[CH:4]=[C:5]([C:8]#[N:9])[N:6]=[CH:7][C:2]=12. The catalyst class is: 8. (4) Reactant: [CH3:1][N:2]1[CH2:7][CH2:6][N:5]([CH2:8][C:9]2[CH:19]=[CH:18][C:12]([C:13]([O:15]CC)=[O:14])=[CH:11][C:10]=2[C:20]([F:23])([F:22])[F:21])[CH2:4][CH2:3]1.[OH-].[Na+]. Product: [CH3:1][N:2]1[CH2:7][CH2:6][N:5]([CH2:8][C:9]2[CH:19]=[CH:18][C:12]([C:13]([OH:15])=[O:14])=[CH:11][C:10]=2[C:20]([F:23])([F:21])[F:22])[CH2:4][CH2:3]1. The catalyst class is: 8. (5) Reactant: [OH:1][C:2]1[CH:3]=[C:4]([CH2:8][C:9]([O:11][CH2:12][CH3:13])=[O:10])[CH:5]=[CH:6][CH:7]=1.C(=O)([O-])[O-].[K+].[K+].[F:20][C:21]([F:35])([F:34])[C:22]1[CH:29]=[C:28]([C:30]([F:33])([F:32])[F:31])[CH:27]=[CH:26][C:23]=1[CH2:24]Br. Product: [F:20][C:21]([F:34])([F:35])[C:22]1[CH:29]=[C:28]([C:30]([F:33])([F:31])[F:32])[CH:27]=[CH:26][C:23]=1[CH2:24][O:1][C:2]1[CH:3]=[C:4]([CH2:8][C:9]([O:11][CH2:12][CH3:13])=[O:10])[CH:5]=[CH:6][CH:7]=1. The catalyst class is: 9. (6) Reactant: Cl[C:2]1[N:6]=[C:5]([O:7][C:8]2[CH:9]=[C:10]([CH3:22])[C:11]3[CH:15]([CH2:16][C:17]([OH:19])=[O:18])[O:14][B:13]([OH:20])[C:12]=3[CH:21]=2)[S:4][N:3]=1.[Li+].C[Si]([N-:28][Si](C)(C)C)(C)C.Cl. Product: [NH2:28][C:2]1[N:6]=[C:5]([O:7][C:8]2[CH:9]=[C:10]([CH3:22])[C:11]3[CH:15]([CH2:16][C:17]([OH:19])=[O:18])[O:14][B:13]([OH:20])[C:12]=3[CH:21]=2)[S:4][N:3]=1. The catalyst class is: 20.